Dataset: Forward reaction prediction with 1.9M reactions from USPTO patents (1976-2016). Task: Predict the product of the given reaction. (1) Given the reactants [Cl:1][C:2]1[C:6]([CH:7]=[O:8])=[CH:5][NH:4][C:3]=1[C:9]([O:11][CH3:12])=[O:10].CC(=CC)C.C1C[O:21]CC1.P([O-])(O)(O)=O.[Na+].Cl([O-])=O.[Na+].C(O)(=O)CC(CC(O)=O)(C(O)=O)O, predict the reaction product. The product is: [Cl:1][C:2]1[C:6]([C:7]([OH:21])=[O:8])=[CH:5][NH:4][C:3]=1[C:9]([O:11][CH3:12])=[O:10]. (2) Given the reactants C1C2C(COC(=O)[NH:17][C@H:18]3[CH2:22][C@@H:21]([C:23](=[O:32])[NH:24][CH2:25][C:26]4[CH:31]=[CH:30][CH:29]=[CH:28][CH:27]=4)[N:20]([C:33](=[O:55])[C@@H:34]([NH:41][C:42](=[O:54])[C@@H:43]([N:45]([C:47]([O:49][C:50]([CH3:53])([CH3:52])[CH3:51])=[O:48])[CH3:46])[CH3:44])[CH:35]4[CH2:40][CH2:39][CH2:38][CH2:37][CH2:36]4)[CH2:19]3)C3C(=CC=CC=3)C=2C=CC=1.N1CCCCC1, predict the reaction product. The product is: [C:50]([O:49][C:47](=[O:48])[N:45]([C@H:43]([C:42](=[O:54])[NH:41][C@@H:34]([CH:35]1[CH2:36][CH2:37][CH2:38][CH2:39][CH2:40]1)[C:33]([N:20]1[CH2:19][C@@H:18]([NH2:17])[CH2:22][C@H:21]1[C:23](=[O:32])[NH:24][CH2:25][C:26]1[CH:31]=[CH:30][CH:29]=[CH:28][CH:27]=1)=[O:55])[CH3:44])[CH3:46])([CH3:51])([CH3:52])[CH3:53]. (3) Given the reactants [Cl:1][C:2]1[CH:7]=[C:6]2[NH:8][C:9](=[O:28])[C:10]3([CH:15]([C:16]4[CH:21]=[CH:20][CH:19]=[C:18]([Cl:22])[CH:17]=4)[CH2:14][C:13](=[O:23])[NH:12][CH:11]3[C:24](=[CH2:27])[CH2:25]C)[C:5]2=[CH:4][CH:3]=1.[C:29]([O:33][C:34](O[C:34]([O:33][C:29]([CH3:32])([CH3:31])[CH3:30])=[O:35])=[O:35])([CH3:32])([CH3:31])[CH3:30], predict the reaction product. The product is: [C:29]([O:33][C:34]([N:8]1[C:6]2[C:5](=[CH:4][CH:3]=[C:2]([Cl:1])[CH:7]=2)[C:10]2([CH:15]([C:16]3[CH:21]=[CH:20][CH:19]=[C:18]([Cl:22])[CH:17]=3)[CH2:14][C:13](=[O:23])[NH:12][CH:11]2[C:24]([CH3:25])=[CH2:27])[C:9]1=[O:28])=[O:35])([CH3:32])([CH3:31])[CH3:30]. (4) Given the reactants [Cl-].O[NH3+:3].[C:4](=[O:7])([O-])[OH:5].[Na+].CS(C)=O.[F:13][C:14]1[CH:15]=[C:16]([C:40]2[C:41]([C:46]#[N:47])=[CH:42][CH:43]=[CH:44][CH:45]=2)[CH:17]=[CH:18][C:19]=1[CH2:20][C:21]1[C:22](=[O:39])[N:23]([C:33]2[CH:38]=[CH:37][CH:36]=[CH:35][CH:34]=2)[C:24]2[N:25]([N:30]=[CH:31][N:32]=2)[C:26]=1[CH2:27][CH2:28][CH3:29], predict the reaction product. The product is: [F:13][C:14]1[CH:15]=[C:16]([C:40]2[CH:45]=[CH:44][CH:43]=[CH:42][C:41]=2[C:46]2[NH:3][C:4](=[O:7])[O:5][N:47]=2)[CH:17]=[CH:18][C:19]=1[CH2:20][C:21]1[C:22](=[O:39])[N:23]([C:33]2[CH:38]=[CH:37][CH:36]=[CH:35][CH:34]=2)[C:24]2[N:25]([N:30]=[CH:31][N:32]=2)[C:26]=1[CH2:27][CH2:28][CH3:29]. (5) The product is: [ClH:36].[CH2:1]([C:8]1([N:18]([CH3:20])[CH3:19])[CH2:13][CH2:12][CH:11]([N:14]([CH2:15][CH2:16][CH3:17])[C:28](=[O:35])[C:29]2[CH:34]=[CH:33][CH:32]=[CH:31][CH:30]=2)[CH2:10][CH2:9]1)[C:2]1[CH:7]=[CH:6][CH:5]=[CH:4][CH:3]=1. Given the reactants [CH2:1]([C:8]1([N:18]([CH3:20])[CH3:19])[CH2:13][CH2:12][CH:11]([NH:14][CH2:15][CH2:16][CH3:17])[CH2:10][CH2:9]1)[C:2]1[CH:7]=[CH:6][CH:5]=[CH:4][CH:3]=1.C(N(CC)CC)C.[C:28]([Cl:36])(=[O:35])[C:29]1[CH:34]=[CH:33][CH:32]=[CH:31][CH:30]=1.[OH-].[K+], predict the reaction product. (6) Given the reactants [CH3:1][CH:2]([N:4]1[C:8]([C:9]([O:11]CC)=[O:10])=[CH:7][N:6]=[N:5]1)[CH3:3].[OH-].[Na+], predict the reaction product. The product is: [CH3:3][CH:2]([N:4]1[C:8]([C:9]([OH:11])=[O:10])=[CH:7][N:6]=[N:5]1)[CH3:1].